Dataset: Forward reaction prediction with 1.9M reactions from USPTO patents (1976-2016). Task: Predict the product of the given reaction. (1) Given the reactants [NH2:1][C@H:2]([C:7]([OH:9])=[O:8])[CH2:3][CH:4]([CH3:6])[CH3:5].N.[CH:11](N)=[O:12], predict the reaction product. The product is: [CH:11]([NH:1][C@H:2]([C:7]([OH:9])=[O:8])[CH2:3][CH:4]([CH3:6])[CH3:5])=[O:12]. (2) Given the reactants [C:1]([C:3]1[CH:4]=[N:5][C:6]([NH:9][C@@H:10]2[CH2:14][CH2:13][NH:12][CH2:11]2)=[N:7][CH:8]=1)#[CH:2].[F:15][C:16]1[CH:24]=[CH:23][C:22]([CH:25]=[O:26])=[CH:21][C:17]=1[C:18](O)=[O:19].F[P-](F)(F)(F)(F)F.N1(OC(N(C)C)=[N+](C)C)C2C=CC=CC=2N=N1.C(N(CC)C(C)C)(C)C, predict the reaction product. The product is: [C:1]([C:3]1[CH:8]=[N:7][C:6]([NH:9][C@@H:10]2[CH2:14][CH2:13][N:12]([C:18]([C:17]3[CH:21]=[C:22]([CH:23]=[CH:24][C:16]=3[F:15])[CH:25]=[O:26])=[O:19])[CH2:11]2)=[N:5][CH:4]=1)#[CH:2]. (3) Given the reactants [Cl:1][C:2]1[C:16]([Cl:17])=[CH:15][C:5]2[NH:6][C:7]([C:9](=[O:14])[C:10]([F:13])([F:12])[F:11])=[N:8][C:4]=2[CH:3]=1.Br.Br[CH2:20][CH2:21][NH2:22].C(=O)([O-])[O-].[K+].[K+], predict the reaction product. The product is: [Cl:17][C:16]1[C:2]([Cl:1])=[CH:3][C:4]2[NH:8][C:7]([C:9]3([C:10]([F:13])([F:11])[F:12])[NH:22][CH2:21][CH2:20][O:14]3)=[N:6][C:5]=2[CH:15]=1.